From a dataset of Catalyst prediction with 721,799 reactions and 888 catalyst types from USPTO. Predict which catalyst facilitates the given reaction. (1) Reactant: [NH:1]1[CH2:5][CH2:4][C:3]([C:6]2[CH:11]=[CH:10][C:9]([OH:12])=[CH:8][CH:7]=2)=[N:2]1.[CH3:13][O:14][C:15]1[CH:16]=[C:17]([N:23]=[C:24]=[O:25])[CH:18]=[CH:19][C:20]=1[O:21][CH3:22]. Product: [CH3:13][O:14][C:15]1[CH:16]=[C:17]([NH:23][C:24]([N:1]2[CH2:5][CH2:4][C:3]([C:6]3[CH:11]=[CH:10][C:9]([OH:12])=[CH:8][CH:7]=3)=[N:2]2)=[O:25])[CH:18]=[CH:19][C:20]=1[O:21][CH3:22]. The catalyst class is: 1. (2) Product: [Br:1][C:2]1[CH:8]=[C:7]([Br:9])[CH:6]=[CH:5][C:3]=1[NH:4][C:15](=[O:16])[C:14]1[CH:18]=[CH:19][C:11]([F:10])=[CH:12][CH:13]=1. The catalyst class is: 17. Reactant: [Br:1][C:2]1[CH:8]=[C:7]([Br:9])[CH:6]=[CH:5][C:3]=1[NH2:4].[F:10][C:11]1[CH:19]=[CH:18][C:14]([C:15](Cl)=[O:16])=[CH:13][CH:12]=1.